This data is from Forward reaction prediction with 1.9M reactions from USPTO patents (1976-2016). The task is: Predict the product of the given reaction. Given the reactants [CH2:1]([O:3][C:4]([C:6]1[CH:7]([C:15]2[CH:20]=[CH:19][CH:18]=[C:17]([Cl:21])[CH:16]=2)[N:8]=[C:9]([S:13][CH3:14])[NH:10][C:11]=1[CH3:12])=[O:5])[CH3:2], predict the reaction product. The product is: [CH2:1]([O:3][C:4]([C:6]1[C:7]([C:15]2[CH:20]=[CH:19][CH:18]=[C:17]([Cl:21])[CH:16]=2)=[N:8][C:9]([S:13][CH3:14])=[N:10][C:11]=1[CH3:12])=[O:5])[CH3:2].